From a dataset of Drug-target binding data from BindingDB using IC50 measurements. Regression. Given a target protein amino acid sequence and a drug SMILES string, predict the binding affinity score between them. We predict pIC50 (pIC50 = -log10(IC50 in M); higher means more potent). Dataset: bindingdb_ic50. (1) The drug is Cn1cncc1C(OCc1ccc(C#N)cc1NS(=O)(=O)c1cccs1)c1ccc(C#N)cc1. The target protein (Q5EAD5) has sequence MAATEDERPTGSGEGERLDFLRDRHVRFFQRCLQVLPERYSSLETSRLTIAFFALSGLDMLDSLDVVNKDDIIEWIYSLQVLPTEDRSNLNRCGFRGSSYLGIPFNPSKNPGTAHPYDSGHIAMTYTGLSCLVILGDDLSRVNKEACLAGLRALQLEDGSFCAVPEGSENDMRFVYCASCICYMLNNWSGMDMKKAINYIRRSMSYDNGLAQGAGLESHGGSTFCGIASLCLMGKLEEVFSEKELNRIKRWCIMRQQNGYHGRPNKPVDTCYSFWVGATLKLLKIFQYTNFEKNRNYILSTQDRLVGGFAKWPDSHPDALHAYFGICGLSLMEESGICKVHPALNVSTRTSERLRDLHQSWKTKDSKQCSENVHIST. The pIC50 is 6.7. (2) The compound is NNC(=O)CN1Cc2c(Cl)cccc2NC1=O. The target protein (P0A6K3) has sequence MSVLQVLHIPDERLRKVAKPVEEVNAEIQRIVDDMFETMYAEEGIGLAATQVDIHQRIIVIDVSENRDERLVLINPELLEKSGETGIEEGCLSIPEQRALVPRAEKVKIRALDRDGKPFELEADGLLAICIQHEMDHLVGKLFMDYLSPLKQQRIRQKVEKLDRLKARA. The pIC50 is 4.6.